This data is from NCI-60 drug combinations with 297,098 pairs across 59 cell lines. The task is: Regression. Given two drug SMILES strings and cell line genomic features, predict the synergy score measuring deviation from expected non-interaction effect. (1) Drug 2: C1C(C(OC1N2C=NC3=C2NC=NCC3O)CO)O. Drug 1: CC1C(C(CC(O1)OC2CC(CC3=C2C(=C4C(=C3O)C(=O)C5=C(C4=O)C(=CC=C5)OC)O)(C(=O)CO)O)N)O.Cl. Synergy scores: CSS=1.26, Synergy_ZIP=1.33, Synergy_Bliss=2.74, Synergy_Loewe=2.34, Synergy_HSA=1.99. Cell line: UO-31. (2) Cell line: NCI-H460. Drug 2: CC1=C(C=C(C=C1)C(=O)NC2=CC(=CC(=C2)C(F)(F)F)N3C=C(N=C3)C)NC4=NC=CC(=N4)C5=CN=CC=C5. Drug 1: CC(C1=C(C=CC(=C1Cl)F)Cl)OC2=C(N=CC(=C2)C3=CN(N=C3)C4CCNCC4)N. Synergy scores: CSS=19.7, Synergy_ZIP=6.81, Synergy_Bliss=9.01, Synergy_Loewe=10.5, Synergy_HSA=9.57. (3) Drug 1: CN(C)N=NC1=C(NC=N1)C(=O)N. Drug 2: COC1=NC(=NC2=C1N=CN2C3C(C(C(O3)CO)O)O)N. Cell line: M14. Synergy scores: CSS=-2.95, Synergy_ZIP=6.58, Synergy_Bliss=7.44, Synergy_Loewe=2.03, Synergy_HSA=-0.688. (4) Drug 1: CC(C1=C(C=CC(=C1Cl)F)Cl)OC2=C(N=CC(=C2)C3=CN(N=C3)C4CCNCC4)N. Drug 2: CS(=O)(=O)OCCCCOS(=O)(=O)C. Cell line: NCI-H460. Synergy scores: CSS=5.27, Synergy_ZIP=-7.80, Synergy_Bliss=-6.41, Synergy_Loewe=-11.6, Synergy_HSA=-8.29.